From a dataset of Full USPTO retrosynthesis dataset with 1.9M reactions from patents (1976-2016). Predict the reactants needed to synthesize the given product. Given the product [C:1]([C:3]1[N:4]=[CH:5][C:6]2[CH:11]=[C:10]([CH2:12][O:13][C:14]3[CH:15]=[CH:16][C:17]([C:18]([NH:34][CH2:33][C:32]([F:36])([F:35])[F:31])=[O:19])=[CH:21][CH:22]=3)[N:9]([CH2:23][CH2:24][CH:25]3[CH2:26][CH2:27][CH2:28][CH2:29][CH2:30]3)[C:7]=2[N:8]=1)#[N:2], predict the reactants needed to synthesize it. The reactants are: [C:1]([C:3]1[N:4]=[CH:5][C:6]2[CH:11]=[C:10]([CH2:12][O:13][C:14]3[CH:22]=[CH:21][C:17]([C:18](O)=[O:19])=[CH:16][CH:15]=3)[N:9]([CH2:23][CH2:24][CH:25]3[CH2:30][CH2:29][CH2:28][CH2:27][CH2:26]3)[C:7]=2[N:8]=1)#[N:2].[F:31][C:32]([F:36])([F:35])[CH2:33][NH2:34].C1C=NC2N(O)N=NC=2C=1.Cl.